From a dataset of Reaction yield outcomes from USPTO patents with 853,638 reactions. Predict the reaction yield, written as a fraction of the theoretical maximum amount of product (1.0 means a 100% yield; for example, 0.34 means a 34% yield). (1) The reactants are [Cl:1][C:2]1[N:7]=[C:6]([NH:8]C(=O)C(C)(C)C)[CH:5]=[CH:4][C:3]=1[CH3:15].C([O-])(O)=O.[Na+]. The catalyst is Cl. The product is [Cl:1][C:2]1[N:7]=[C:6]([NH2:8])[CH:5]=[CH:4][C:3]=1[CH3:15]. The yield is 0.360. (2) The reactants are [CH2:1]([N:3]1[CH:7]([CH2:8][CH2:9][O:10][C:11]2[CH:17]=[CH:16][C:14]([NH2:15])=[CH:13][CH:12]=2)[CH:6]=[N:5][NH:4]1)[CH3:2].[C:18]1([C:24]2[O:28][N:27]=[CH:26][C:25]=2[CH2:29][CH2:30][C:31](O)=[O:32])[CH:23]=[CH:22][CH:21]=[CH:20][CH:19]=1.O.ON1C2C=CC=CC=2N=N1.Cl.C(N=C=NCCCN(C)C)C. The catalyst is O.CN(C)C=O. The product is [CH2:1]([N:3]1[CH:7]([CH2:8][CH2:9][O:10][C:11]2[CH:12]=[CH:13][C:14]([NH:15][C:31](=[O:32])[CH2:30][CH2:29][C:25]3[CH:26]=[N:27][O:28][C:24]=3[C:18]3[CH:19]=[CH:20][CH:21]=[CH:22][CH:23]=3)=[CH:16][CH:17]=2)[CH:6]=[N:5][NH:4]1)[CH3:2]. The yield is 0.760. (3) The reactants are [Cl:1][C:2]1[C:7]([CH2:8][N:9]([CH2:20][C:21]2[CH:22]=[C:23]([CH:35]=[CH:36][CH:37]=2)[CH2:24][N:25]2[CH:29]([C:30](O)=[O:31])[CH2:28][CH2:27][S:26]2(=[O:34])=[O:33])[C@H:10]([CH2:16][N:17]([CH3:19])[CH3:18])[CH2:11][C:12]([CH3:15])([CH3:14])[CH3:13])=[C:6]([F:38])[C:5]([O:39][CH3:40])=[CH:4][CH:3]=1.[C:41]12([NH2:51])[CH2:50][CH:45]3[CH2:46][CH:47]([CH2:49][CH:43]([CH2:44]3)[CH2:42]1)[CH2:48]2. No catalyst specified. The product is [C:41]12([NH:51][C:30]([C@H:29]3[CH2:28][CH2:27][S:26](=[O:33])(=[O:34])[N:25]3[CH2:24][C:23]3[CH:35]=[CH:36][CH:37]=[C:21]([CH2:20][N:9]([CH2:8][C:7]4[C:2]([Cl:1])=[CH:3][CH:4]=[C:5]([O:39][CH3:40])[C:6]=4[F:38])[C@H:10]([CH2:16][N:17]([CH3:19])[CH3:18])[CH2:11][C:12]([CH3:14])([CH3:15])[CH3:13])[CH:22]=3)=[O:31])[CH2:48][CH:47]3[CH2:46][CH:45]([CH2:44][CH:43]([CH2:49]3)[CH2:42]1)[CH2:50]2. The yield is 0.610.